Task: Predict the product of the given reaction.. Dataset: Forward reaction prediction with 1.9M reactions from USPTO patents (1976-2016) (1) Given the reactants CC1(C)C(C)(C)OB([C:9]2[CH2:14][CH2:13][N:12]([C:15]([O:17][C:18]([CH3:21])([CH3:20])[CH3:19])=[O:16])[CH2:11][CH:10]=2)O1.O1CCOCC1.C([O-])([O-])=O.[Na+].[Na+].Br[C:36]1[CH:43]=[CH:42][C:39]([C:40]#[N:41])=[CH:38][CH:37]=1, predict the reaction product. The product is: [C:40]([C:39]1[CH:42]=[CH:43][C:36]([C:9]2[CH2:14][CH2:13][N:12]([C:15]([O:17][C:18]([CH3:19])([CH3:20])[CH3:21])=[O:16])[CH2:11][CH:10]=2)=[CH:37][CH:38]=1)#[N:41]. (2) Given the reactants [N:1]1[CH:6]=[CH:5][CH:4]=[CH:3][C:2]=1[C:7]1[C:11]([C:12]([F:15])([F:14])[F:13])=[C:10]([C:16]([O:18]CC)=[O:17])[O:9][N:8]=1.O.[OH-].[Li+].Cl, predict the reaction product. The product is: [N:1]1[CH:6]=[CH:5][CH:4]=[CH:3][C:2]=1[C:7]1[C:11]([C:12]([F:14])([F:15])[F:13])=[C:10]([C:16]([OH:18])=[O:17])[O:9][N:8]=1. (3) Given the reactants [Br:1][C:2]1[N:6]=[C:5](Br)[N:4]([CH3:8])[N:3]=1.[C:9]1([CH:15]2[CH2:18][CH2:17][NH:16]2)[CH:14]=[CH:13][CH:12]=[CH:11][CH:10]=1.C(=O)([O-])[O-].[K+].[K+], predict the reaction product. The product is: [Br:1][C:2]1[N:6]=[C:5]([N:16]2[CH2:17][CH2:18][CH:15]2[C:9]2[CH:14]=[CH:13][CH:12]=[CH:11][CH:10]=2)[N:4]([CH3:8])[N:3]=1. (4) Given the reactants [C:1]1([C:7]2[C:8]([CH:13]=O)=[N:9][CH:10]=[CH:11][CH:12]=2)[CH:6]=[CH:5][CH:4]=[CH:3][CH:2]=1.[C:15]([O:19][C:20](=[O:27])[NH:21][CH2:22][CH2:23][CH2:24][CH2:25][NH2:26])([CH3:18])([CH3:17])[CH3:16].[BH4-].[Na+], predict the reaction product. The product is: [C:15]([O:19][C:20](=[O:27])[NH:21][CH2:22][CH2:23][CH2:24][CH2:25][NH:26][CH2:13][C:8]1[C:7]([C:1]2[CH:2]=[CH:3][CH:4]=[CH:5][CH:6]=2)=[CH:12][CH:11]=[CH:10][N:9]=1)([CH3:18])([CH3:16])[CH3:17].